From a dataset of Reaction yield outcomes from USPTO patents with 853,638 reactions. Predict the reaction yield, written as a fraction of the theoretical maximum amount of product (1.0 means a 100% yield; for example, 0.34 means a 34% yield). (1) The reactants are COC[O:4][C:5]1[CH:10]=[CH:9][C:8]([CH:11]=[CH:12][C:13](=[O:15])[CH3:14])=[CH:7][C:6]=1[O:16][CH3:17]. The catalyst is CO.Cl. The product is [OH:4][C:5]1[CH:10]=[CH:9][C:8]([CH:11]=[CH:12][C:13](=[O:15])[CH3:14])=[CH:7][C:6]=1[O:16][CH3:17]. The yield is 0.740. (2) The reactants are [C:1]1(=[O:11])[NH:5][C:4](=[O:6])[C:3]2=[CH:7][CH:8]=[CH:9][CH:10]=[C:2]12.[K].CN(C=O)C.I[CH2:19][C:20]1([CH3:32])[CH2:24][C:23]2[C:25]([CH3:31])=[CH:26][C:27]([CH3:30])=[C:28]([CH3:29])[C:22]=2[O:21]1.O. The catalyst is C(OCC)(=O)C. The product is [CH3:19][C:20]1([CH2:32][N:5]2[C:1](=[O:11])[C:2]3[C:3](=[CH:7][CH:8]=[CH:9][CH:10]=3)[C:4]2=[O:6])[CH2:24][C:23]2[C:25]([CH3:31])=[CH:26][C:27]([CH3:30])=[C:28]([CH3:29])[C:22]=2[O:21]1. The yield is 0.690. (3) The reactants are [NH2:1][C:2]1[CH:7]=[CH:6][C:5]([C:8]#[C:9][C:10]2[C:11]([C:16]3[CH:21]=[C:20]([CH3:22])[CH:19]=[CH:18][C:17]=3[OH:23])=[N:12][N:13]([CH3:15])[CH:14]=2)=[CH:4][CH:3]=1.[C:24]([N:31]1[CH2:36][CH2:35][CH2:34][CH2:33][CH:32]1[C:37](O)=[O:38])([O:26][C:27]([CH3:30])([CH3:29])[CH3:28])=[O:25].C(N=C=NC(C)C)(C)C.O.[OH-].[Li+].C(O)(=O)C. The catalyst is CN(C)C1C=CN=CC=1.ClCCl.O.C(OCC)(=O)C. The product is [C:27]([O:26][C:24]([N:31]1[CH2:36][CH2:35][CH2:34][CH2:33][CH:32]1[C:37](=[O:38])[NH:1][C:2]1[CH:3]=[CH:4][C:5]([C:8]#[C:9][C:10]2[C:11]([C:16]3[CH:21]=[C:20]([CH3:22])[CH:19]=[CH:18][C:17]=3[OH:23])=[N:12][N:13]([CH3:15])[CH:14]=2)=[CH:6][CH:7]=1)=[O:25])([CH3:30])([CH3:29])[CH3:28]. The yield is 0.780. (4) The reactants are [F:1][C:2]([F:19])([F:18])[C:3]1[CH:8]=[CH:7][C:6]([C:9](=O)[CH2:10][C:11](=O)[C:12]([F:15])([F:14])[F:13])=[CH:5][CH:4]=1.[NH2:20][C:21]1[C:25]([C:26]2[CH:31]=[CH:30][CH:29]=[CH:28][N:27]=2)=[CH:24][NH:23][N:22]=1. No catalyst specified. The product is [F:1][C:2]([F:19])([F:18])[C:3]1[CH:8]=[CH:7][C:6]([C:9]2[CH:10]=[C:11]([C:12]([F:15])([F:14])[F:13])[N:22]3[N:23]=[CH:24][C:25]([C:26]4[CH:31]=[CH:30][CH:29]=[CH:28][N:27]=4)=[C:21]3[N:20]=2)=[CH:5][CH:4]=1. The yield is 0.710. (5) The reactants are [CH3:1][C:2]1[CH:10]=[C:6]([C:7]([OH:9])=O)[C:5]([OH:11])=[CH:4][CH:3]=1.[CH3:12][C:13]1[CH:19]=[CH:18][C:16]([NH2:17])=[CH:15][C:14]=1[C:20]([F:23])([F:22])[F:21]. No catalyst specified. The product is [OH:11][C:5]1[CH:4]=[CH:3][C:2]([CH3:1])=[CH:10][C:6]=1[C:7]([NH:17][C:16]1[CH:18]=[CH:19][C:13]([CH3:12])=[C:14]([C:20]([F:21])([F:22])[F:23])[CH:15]=1)=[O:9]. The yield is 0.637.